This data is from Forward reaction prediction with 1.9M reactions from USPTO patents (1976-2016). The task is: Predict the product of the given reaction. (1) Given the reactants [CH2:1]([O:3][C:4]1[C:13]([NH:14][C:15](=[O:23])OC2C=CC=CC=2)=[N:12][C:11]2[C:6](=[CH:7][CH:8]=[CH:9][CH:10]=2)[N:5]=1)[CH3:2].[Cl:24][C:25]1[CH:26]=[C:27]([N:32]2[CH2:37][CH2:36][NH:35][CH2:34][CH2:33]2)[CH:28]=[C:29]([Cl:31])[CH:30]=1, predict the reaction product. The product is: [CH2:1]([O:3][C:4]1[C:13]([NH:14][C:15]([N:35]2[CH2:34][CH2:33][N:32]([C:27]3[CH:26]=[C:25]([Cl:24])[CH:30]=[C:29]([Cl:31])[CH:28]=3)[CH2:37][CH2:36]2)=[O:23])=[N:12][C:11]2[C:6](=[CH:7][CH:8]=[CH:9][CH:10]=2)[N:5]=1)[CH3:2]. (2) Given the reactants CS(O/[N:6]=[C:7]1\[CH2:8][C:9]2([CH2:18][CH2:17]2)[C:10]2[C:15]\1=[CH:14][CH:13]=[C:12]([Br:16])[CH:11]=2)(=O)=O.B(F)(F)F.C[OH:24], predict the reaction product. The product is: [Br:16][C:12]1[CH:11]=[C:10]2[C:15](=[CH:14][CH:13]=1)[C:7](=[O:24])[NH:6][CH2:8][C:9]12[CH2:18][CH2:17]1. (3) Given the reactants [Cl:1][C:2]1[CH:3]=[C:4]2[C:10]([CH3:12])([CH3:11])[C:9]([CH3:13])=[N:8][C:5]2=[N:6][CH:7]=1.[CH2:14]1[CH2:20][S:17](=[O:19])(=[O:18])[O:16][CH2:15]1, predict the reaction product. The product is: [Cl:1][C:2]1[CH:3]=[C:4]2[C:10]([CH3:12])([CH3:11])[C:9]([CH3:13])=[N:8][C:5]2=[N+:6]([CH2:15][CH2:14][CH2:20][S:17]([O-:19])(=[O:18])=[O:16])[CH:7]=1. (4) Given the reactants [Cl:1][C:2]1[CH:3]=[C:4]([CH:13]=[CH:14][CH:15]=1)[C:5]([C:7]1[CH:12]=[CH:11][CH:10]=[CH:9][CH:8]=1)=[O:6].[BH4-].[Na+], predict the reaction product. The product is: [Cl:1][C:2]1[CH:3]=[C:4]([CH:5]([C:7]2[CH:12]=[CH:11][CH:10]=[CH:9][CH:8]=2)[OH:6])[CH:13]=[CH:14][CH:15]=1. (5) Given the reactants [C:1]([N:4]1[CH2:9][CH2:8][NH:7][CH2:6][CH2:5]1)(=[O:3])[CH3:2].C(=O)([O-])[O-].[K+].[K+].Br[CH2:17][CH2:18][CH2:19][OH:20], predict the reaction product. The product is: [C:1]([N:4]1[CH2:9][CH2:8][N:7]([CH2:17][CH2:18][CH2:19][OH:20])[CH2:6][CH2:5]1)(=[O:3])[CH3:2]. (6) Given the reactants Cl[C:2]1[CH:7]=[C:6]([C:8]2[CH:13]=[CH:12][CH:11]=[C:10]([CH3:14])[C:9]=2[CH3:15])[N:5]=[C:4]([NH2:16])[N:3]=1.[NH2:17][CH2:18][CH2:19][O:20][C:21]1[CH:28]=[CH:27][C:24]([C:25]#[N:26])=[CH:23][CH:22]=1.C(N(CC)C(C)C)(C)C.CO, predict the reaction product. The product is: [NH2:16][C:4]1[N:3]=[C:2]([NH:17][CH2:18][CH2:19][O:20][C:21]2[CH:28]=[CH:27][C:24]([C:25]#[N:26])=[CH:23][CH:22]=2)[CH:7]=[C:6]([C:8]2[CH:13]=[CH:12][CH:11]=[C:10]([CH3:14])[C:9]=2[CH3:15])[N:5]=1. (7) Given the reactants [CH3:1][C:2]1[CH:7]=[C:6]([C:8]([OH:10])=O)[CH:5]=[CH:4][N:3]=1.C(Cl)CCl.C1C=CC2N(O)N=NC=2C=1.CCN(C(C)C)C(C)C.Cl.[CH3:35][C:36]1[C:44]2[C:43]([N:45]3[CH2:50][CH2:49][CH:48]([NH2:51])[CH2:47][CH2:46]3)=[N:42][CH:41]=[N:40][C:39]=2[NH:38][CH:37]=1, predict the reaction product. The product is: [CH3:1][C:2]1[CH:7]=[C:6]([C:8]([NH:51][CH:48]2[CH2:47][CH2:46][N:45]([C:43]3[C:44]4[C:36]([CH3:35])=[CH:37][NH:38][C:39]=4[N:40]=[CH:41][N:42]=3)[CH2:50][CH2:49]2)=[O:10])[CH:5]=[CH:4][N:3]=1.